Predict which catalyst facilitates the given reaction. From a dataset of Catalyst prediction with 721,799 reactions and 888 catalyst types from USPTO. Reactant: [N:1]([C:4]1[CH:21]=[CH:20][C:7]([C:8]([NH:10][C@@H:11]([C@H:17]([OH:19])[CH3:18])[C:12]([NH:14][CH2:15][CH3:16])=[O:13])=O)=[C:6]([OH:22])[CH:5]=1)=[N+:2]=[N-:3].O=S(Cl)Cl. Product: [N:1]([C:4]1[CH:21]=[CH:20][C:7]([C:8]2[O:19][C@@H:17]([CH3:18])[C@@H:11]([C:12]([NH:14][CH2:15][CH3:16])=[O:13])[N:10]=2)=[C:6]([OH:22])[CH:5]=1)=[N+:2]=[N-:3]. The catalyst class is: 366.